This data is from NCI-60 drug combinations with 297,098 pairs across 59 cell lines. The task is: Regression. Given two drug SMILES strings and cell line genomic features, predict the synergy score measuring deviation from expected non-interaction effect. Drug 1: CC12CCC(CC1=CCC3C2CCC4(C3CC=C4C5=CN=CC=C5)C)O. Drug 2: CC1=C2C(C(=O)C3(C(CC4C(C3C(C(C2(C)C)(CC1OC(=O)C(C(C5=CC=CC=C5)NC(=O)OC(C)(C)C)O)O)OC(=O)C6=CC=CC=C6)(CO4)OC(=O)C)OC)C)OC. Cell line: A498. Synergy scores: CSS=32.6, Synergy_ZIP=1.03, Synergy_Bliss=0.557, Synergy_Loewe=-18.7, Synergy_HSA=-0.826.